From a dataset of Forward reaction prediction with 1.9M reactions from USPTO patents (1976-2016). Predict the product of the given reaction. (1) Given the reactants [Br:1][C:2]1[N:3]=[CH:4][NH:5][CH:6]=1.[C:7]1(B(O)O)[CH:12]=[CH:11][CH:10]=[CH:9][CH:8]=1.N1C=CC=CC=1, predict the reaction product. The product is: [Br:1][C:2]1[N:3]=[CH:4][N:5]([C:7]2[CH:12]=[CH:11][CH:10]=[CH:9][CH:8]=2)[CH:6]=1. (2) Given the reactants [CH:1]([C@@H:4](/[CH:40]=[C:41](\[CH3:47])/[C:42]([O:44]CC)=[O:43])[N:5]([CH3:39])[C:6](=[O:38])[C@H:7]([CH2:30][CH2:31][C:32]1[CH:37]=[CH:36][CH:35]=[CH:34][CH:33]=1)[NH:8][C:9](=[O:29])[C@H:10]([C:20]([CH3:28])([C:22]1[CH:27]=[CH:26][CH:25]=[CH:24][CH:23]=1)[CH3:21])[N:11](C)[C:12](=O)OC(C)(C)C)([CH3:3])[CH3:2].[OH-].[Li+].C([C@@H](/C=C(\C)/C(O)=O)N(C)C(=O)[C@H](CCC1C=CC=CC=1)NC(=O)[C@H](C(C)(C1C=CC=CC=1)C)N(C)C(=O)OC(C)(C)C)(C)C.[ClH:95], predict the reaction product. The product is: [ClH:95].[CH3:47]/[C:41](=[CH:40]\[C@@H:4]([N:5]([CH3:39])[C:6](=[O:38])[C@@H:7]([NH:8][C:9](=[O:29])[C@@H:10]([NH:11][CH3:12])[C:20]([CH3:21])([C:22]1[CH:23]=[CH:24][CH:25]=[CH:26][CH:27]=1)[CH3:28])[CH2:30][CH2:31][C:32]1[CH:37]=[CH:36][CH:35]=[CH:34][CH:33]=1)[CH:1]([CH3:3])[CH3:2])/[C:42]([OH:44])=[O:43]. (3) Given the reactants CN(C)CCN(C)C.[CH:9]([Mg]Cl)([CH3:11])[CH3:10].[O:14]1[CH2:19][CH2:18][CH2:17][CH2:16][CH:15]1[O:20][CH2:21][CH2:22][C:23]#[C:24][C:25]([O:27][CH3:28])=[O:26].[NH4+].[Cl-], predict the reaction product. The product is: [CH3:10][CH:9]([CH3:11])[C:23]([CH2:22][CH2:21][O:20][CH:15]1[CH2:16][CH2:17][CH2:18][CH2:19][O:14]1)=[CH:24][C:25]([O:27][CH3:28])=[O:26]. (4) The product is: [F:12][CH2:11][O:10][C:21]1[N:22]=[CH:23][C:24]([C:27]([O:29][CH3:30])=[O:28])=[N:25][CH:26]=1. Given the reactants C1(C)C=CC(S([O:10][CH2:11][F:12])(=O)=O)=CC=1.C(=O)([O-])[O-].[Cs+].[Cs+].O[C:21]1[N:22]=[CH:23][C:24]([C:27]([O:29][CH3:30])=[O:28])=[N:25][CH:26]=1.O, predict the reaction product. (5) Given the reactants Cl[C:2]1[N:6]([C:7]2[CH:12]=[CH:11][C:10]([S:13]([CH3:16])(=[O:15])=[O:14])=[CH:9][N:8]=2)[N:5]=[C:4]([C:17]([F:20])([F:19])[F:18])[C:3]=1[C:21]#[N:22].C([N:25]([CH2:28][CH3:29])[CH2:26][CH3:27])C.[F-].[K+].Cl[CH:33](Cl)[CH3:34], predict the reaction product. The product is: [N:25]1([C:2]2[N:6]([C:7]3[CH:12]=[CH:11][C:10]([S:13]([CH3:16])(=[O:15])=[O:14])=[CH:9][N:8]=3)[N:5]=[C:4]([C:17]([F:20])([F:19])[F:18])[C:3]=2[C:21]#[N:22])[CH2:26][CH2:27][CH2:34][CH2:33][CH2:29][CH2:28]1.